Dataset: Full USPTO retrosynthesis dataset with 1.9M reactions from patents (1976-2016). Task: Predict the reactants needed to synthesize the given product. (1) Given the product [F:1][C:2]1[CH:11]=[CH:10][C:9]2[NH:8][CH:7]=[C:6]3[C:12](=[O:21])[N:13]([C:15]4[CH:20]=[CH:19][C:18]([O:23][CH3:22])=[CH:17][CH:16]=4)[N:14]=[C:5]3[C:4]=2[CH:3]=1, predict the reactants needed to synthesize it. The reactants are: [F:1][C:2]1[CH:11]=[CH:10][C:9]2[NH:8][CH:7]=[C:6]3[C:12](=[O:21])[N:13]([C:15]4[CH:20]=[CH:19][CH:18]=[CH:17][CH:16]=4)[N:14]=[C:5]3[C:4]=2[CH:3]=1.[CH3:22][O:23]C1C=CC(NN)=CC=1. (2) Given the product [CH3:9][O:10][C:11](=[O:23])[CH2:12][O:13][C:14]1[CH:19]=[CH:18][C:17]([N:20]([CH3:21])[CH2:25][C:26]2[CH:31]=[N:30][C:29]([C:32]3[CH:37]=[CH:36][C:35]([C:38]([F:41])([F:40])[F:39])=[CH:34][CH:33]=3)=[CH:28][N:27]=2)=[CH:16][C:15]=1[CH3:22], predict the reactants needed to synthesize it. The reactants are: C(=O)([O-])[O-].[K+].[K+].[I-].[Na+].[CH3:9][O:10][C:11](=[O:23])[CH2:12][O:13][C:14]1[CH:19]=[CH:18][C:17]([NH:20][CH3:21])=[CH:16][C:15]=1[CH3:22].Cl[CH2:25][C:26]1[CH:31]=[N:30][C:29]([C:32]2[CH:37]=[CH:36][C:35]([C:38]([F:41])([F:40])[F:39])=[CH:34][CH:33]=2)=[CH:28][N:27]=1. (3) Given the product [Cl:3][C:4]1[CH:9]=[CH:8][C:7]([CH:10]([NH:17][C:18](=[O:38])[CH2:19][C:20]2[CH:37]=[CH:36][C:23]([O:24][CH2:25][C:26]3[C:27]([C:32]([OH:34])=[O:33])=[N:28][O:29][C:30]=3[CH3:31])=[CH:22][CH:21]=2)[C:11]2[CH:12]=[CH:13][CH:14]=[CH:15][CH:16]=2)=[C:6]([CH3:39])[CH:5]=1, predict the reactants needed to synthesize it. The reactants are: [OH-].[Na+].[Cl:3][C:4]1[CH:9]=[CH:8][C:7]([CH:10]([NH:17][C:18](=[O:38])[CH2:19][C:20]2[CH:37]=[CH:36][C:23]([O:24][CH2:25][C:26]3[C:27]([C:32]([O:34]C)=[O:33])=[N:28][O:29][C:30]=3[CH3:31])=[CH:22][CH:21]=2)[C:11]2[CH:16]=[CH:15][CH:14]=[CH:13][CH:12]=2)=[C:6]([CH3:39])[CH:5]=1.CC(O)=O. (4) Given the product [CH3:15][O:14][C:12]1[CH:11]=[C:6]([C:7]([OH:9])=[O:8])[CH:5]=[C:4]([CH:13]=1)[C:3]([OH:16])=[O:2], predict the reactants needed to synthesize it. The reactants are: C[O:2][C:3](=[O:16])[C:4]1[CH:13]=[C:12]([O:14][CH3:15])[CH:11]=[C:6]([C:7]([O:9]C)=[O:8])[CH:5]=1.[OH-].[Na+]. (5) Given the product [ClH:34].[OH:1][C:2]1[CH:3]=[CH:4][C:5]([N:8]2[CH2:9][CH2:10][CH:11]([N:14]([CH3:33])[C:15]([N:17]3[CH:21]=[C:20]([C:22]4[CH:27]=[CH:26][CH:25]=[C:24]([NH:28][S:29]([CH3:32])(=[O:31])=[O:30])[CH:23]=4)[N:19]=[CH:18]3)=[O:16])[CH2:12][CH2:13]2)=[CH:6][CH:7]=1, predict the reactants needed to synthesize it. The reactants are: [OH:1][C:2]1[CH:7]=[CH:6][C:5]([N:8]2[CH2:13][CH2:12][CH:11]([N:14]([CH3:33])[C:15]([N:17]3[CH:21]=[C:20]([C:22]4[CH:27]=[CH:26][CH:25]=[C:24]([NH:28][S:29]([CH3:32])(=[O:31])=[O:30])[CH:23]=4)[N:19]=[CH:18]3)=[O:16])[CH2:10][CH2:9]2)=[CH:4][CH:3]=1.[ClH:34].C(OCC)C. (6) Given the product [F:1][C:2]1[CH:3]=[C:4]([C:8]2[O:12][N:11]=[C:10]([C:13]([N:15]=[N+:16]=[N-:18])=[O:14])[CH:9]=2)[CH:5]=[CH:6][CH:7]=1, predict the reactants needed to synthesize it. The reactants are: [F:1][C:2]1[CH:3]=[C:4]([C:8]2[O:12][N:11]=[C:10]([C:13]([NH:15][NH2:16])=[O:14])[CH:9]=2)[CH:5]=[CH:6][CH:7]=1.Cl.[N:18]([O-])=O.[Na+]. (7) Given the product [ClH:14].[N:15]12[CH2:22][CH2:21][CH:18]([CH2:19][CH2:20]1)[C@@H:17]([NH:23][C:24]([C:26]1[O:27][C:28]3[CH:34]=[CH:33][C:32]([C:7]4[CH:6]=[CH:5][CH:4]=[C:3]([O:2][CH3:1])[CH:8]=4)=[CH:31][C:29]=3[CH:30]=1)=[O:25])[CH2:16]2, predict the reactants needed to synthesize it. The reactants are: [CH3:1][O:2][C:3]1[CH:4]=[C:5](B(O)O)[CH:6]=[CH:7][CH:8]=1.[OH-].[Na+].[ClH:14].[N:15]12[CH2:22][CH2:21][CH:18]([CH2:19][CH2:20]1)[C@@H:17]([NH:23][C:24]([C:26]1[O:27][C:28]3[CH:34]=[CH:33][C:32](Br)=[CH:31][C:29]=3[CH:30]=1)=[O:25])[CH2:16]2. (8) The reactants are: [N:1]1([CH2:6][CH2:7][OH:8])[CH2:5][CH2:4][CH2:3][CH2:2]1.[H-].[Na+].[CH3:11][C:12]1[CH:17]=[C:16]([C:18]2[NH:27][C:26](=[O:28])[C:25]3[C:20](=[CH:21][C:22]([F:30])=[CH:23][C:24]=3F)[N:19]=2)[CH:15]=[C:14]([CH3:31])[N:13]=1.O. Given the product [CH3:11][C:12]1[CH:17]=[C:16]([C:18]2[NH:27][C:26](=[O:28])[C:25]3[C:20](=[CH:21][C:22]([F:30])=[CH:23][C:24]=3[O:8][CH2:7][CH2:6][N:1]3[CH2:5][CH2:4][CH2:3][CH2:2]3)[N:19]=2)[CH:15]=[C:14]([CH3:31])[N:13]=1, predict the reactants needed to synthesize it. (9) Given the product [Cl:22][C:19]1[CH:18]=[CH:17][C:16]([C:14]2[N:15]=[C:11]([C:3]3[CH:2]=[N:10][CH:9]=[CH:8][C:4]=3[C:29]([OH:28])([CH3:30])[CH3:23])[S:12][CH:13]=2)=[CH:21][CH:20]=1, predict the reactants needed to synthesize it. The reactants are: C[C:2]1[C:3]([C:11]2[S:12][CH:13]=[C:14]([C:16]3[CH:21]=[CH:20][C:19]([Cl:22])=[CH:18][CH:17]=3)[N:15]=2)=[C:4]([CH:8]=[CH:9][N:10]=1)C(O)=O.[CH3:23][Mg]I.CC[O:28][CH2:29][CH3:30]. (10) Given the product [Cl:26][CH2:27]/[CH:28]=[CH:29]\[CH2:30][N:11]1[C:12]2[CH:17]=[CH:16][CH:15]=[CH:14][C:13]=2[N:9]([C:3]2[CH:4]=[CH:5][C:6]([CH3:8])=[CH:7][C:2]=2[F:1])[S:10]1(=[O:19])=[O:18], predict the reactants needed to synthesize it. The reactants are: [F:1][C:2]1[CH:7]=[C:6]([CH3:8])[CH:5]=[CH:4][C:3]=1[N:9]1[C:13]2[CH:14]=[CH:15][CH:16]=[CH:17][C:12]=2[NH:11][S:10]1(=[O:19])=[O:18].C(=O)([O-])[O-].[Cs+].[Cs+].[Cl:26][CH2:27]/[CH:28]=[CH:29]\[CH2:30]Cl.